This data is from Forward reaction prediction with 1.9M reactions from USPTO patents (1976-2016). The task is: Predict the product of the given reaction. (1) The product is: [OH:1][C:2]1([CH2:8][NH:9][C:10](=[O:16])[O:11][C:12]([CH3:13])([CH3:15])[CH3:14])[CH2:7][CH2:6][N:5]([CH2:28][C:25]2[S:24][C:23]([C:18]3[CH:19]=[CH:20][CH:21]=[CH:22][N:17]=3)=[N:27][CH:26]=2)[CH2:4][CH2:3]1. Given the reactants [OH:1][C:2]1([CH2:8][NH:9][C:10](=[O:16])[O:11][C:12]([CH3:15])([CH3:14])[CH3:13])[CH2:7][CH2:6][NH:5][CH2:4][CH2:3]1.[N:17]1[CH:22]=[CH:21][CH:20]=[CH:19][C:18]=1[C:23]1[S:24][C:25]([CH:28]=O)=[CH:26][N:27]=1, predict the reaction product. (2) Given the reactants [N-:1]=[N+:2]=[N-:3].[Na+].[Cl-].[NH4+].[CH:7]1[C:16]2[C:11](=[CH:12][CH:13]=[CH:14][CH:15]=2)[CH:10]=[CH:9][C:8]=1[O:17][CH2:18][C:19]1[CH:20]=[C:21]([CH:24]=[CH:25][CH:26]=1)[C:22]#[N:23].Cl, predict the reaction product. The product is: [CH:7]1[C:16]2[C:11](=[CH:12][CH:13]=[CH:14][CH:15]=2)[CH:10]=[CH:9][C:8]=1[O:17][CH2:18][C:19]1[CH:20]=[C:21]([C:22]2[NH:23][N:3]=[N:2][N:1]=2)[CH:24]=[CH:25][CH:26]=1. (3) Given the reactants Br[C:2]1[CH:7]=[CH:6][N:5]2[CH:8]=[C:9]([C:11]3[CH:16]=[CH:15][C:14]([O:17][CH3:18])=[CH:13][CH:12]=3)[N:10]=[C:4]2[CH:3]=1.[CH3:19][NH:20][CH3:21], predict the reaction product. The product is: [CH3:18][O:17][C:14]1[CH:15]=[CH:16][C:11]([C:9]2[N:10]=[C:4]3[CH:3]=[C:2]([N:20]([CH3:21])[CH3:19])[CH:7]=[CH:6][N:5]3[CH:8]=2)=[CH:12][CH:13]=1. (4) Given the reactants C[CH2:2][CH2:3][CH2:4][CH2:5][CH3:6].CC1(O)CCC1.[N:13]1[CH:18]=[CH:17][CH:16]=[CH:15][C:14]=1[O:19][C:20](=[O:28])[O:21]C1C=CC=CN=1, predict the reaction product. The product is: [N:13]1[CH:18]=[CH:17][CH:16]=[CH:15][C:14]=1[O:19][C:20](=[O:21])[O:28][C:3]1([CH3:2])[CH2:4][CH2:5][CH2:6]1. (5) Given the reactants [C:1]1([N:7]2[C:11]3=[N:12][CH:13]=[N:14][C:15]([NH:16]/[N:17]=[CH:18]/[C:19]4[CH:27]=[CH:26][C:22]([C:23](O)=[O:24])=[CH:21][CH:20]=4)=[C:10]3[CH:9]=[N:8]2)[CH:6]=[CH:5][CH:4]=[CH:3][CH:2]=1.[CH3:28][N:29]([CH3:38])[CH2:30][CH2:31][N:32]1[CH2:37][CH2:36][NH:35][CH2:34][CH2:33]1.C1(N2C3=NC=NC(N/N=C/C4C=CC(C(NCCCN5CCCC5)=O)=CC=4)=C3C=N2)C=CC=CC=1, predict the reaction product. The product is: [C:1]1([N:7]2[C:11]3=[N:12][CH:13]=[N:14][C:15]([NH:16][N:17]=[CH:18][C:19]4[CH:20]=[CH:21][C:22]([C:23]([N:35]5[CH2:36][CH2:37][N:32]([CH2:31][CH2:30][N:29]([CH3:38])[CH3:28])[CH2:33][CH2:34]5)=[O:24])=[CH:26][CH:27]=4)=[C:10]3[CH:9]=[N:8]2)[CH:2]=[CH:3][CH:4]=[CH:5][CH:6]=1. (6) Given the reactants [CH3:1][O:2][C:3]1[CH:8]=[C:7]([C:9]([OH:11])=O)[CH:6]=[CH:5][C:4]=1[C:12]1[CH:17]=[CH:16][CH:15]=[CH:14][C:13]=1[CH3:18].C(Cl)(=O)C(Cl)=O.[CH:25]1[CH:26]=[CH:27][N:28]2[CH2:34][C:33]3[CH:35]=[CH:36][CH:37]=[CH:38][C:32]=3[NH:31][CH2:30][C:29]=12.C(N(CC)CC)C, predict the reaction product. The product is: [CH3:1][O:2][C:3]1[CH:8]=[C:7]([C:9]([N:31]2[C:32]3[CH:38]=[CH:37][CH:36]=[CH:35][C:33]=3[CH2:34][N:28]3[CH:27]=[CH:26][CH:25]=[C:29]3[CH2:30]2)=[O:11])[CH:6]=[CH:5][C:4]=1[C:12]1[CH:17]=[CH:16][CH:15]=[CH:14][C:13]=1[CH3:18]. (7) Given the reactants [C:1]([N:4]1[C:13]2[C:8](=[CH:9][C:10](Br)=[CH:11][CH:12]=2)[C@H:7]([NH:15][CH:16]=[O:17])[CH2:6][C@@H:5]1[CH2:18][CH3:19])(=[O:3])[CH3:2].[N:20]1([CH2:26][C:27]2[CH:32]=[CH:31][C:30](B(O)O)=[CH:29][CH:28]=2)[CH2:25][CH2:24][CH2:23][CH2:22][CH2:21]1.C(O)C.C(=O)([O-])[O-].[K+].[K+], predict the reaction product. The product is: [C:1]([N:4]1[C:13]2[C:8](=[CH:9][C:10]([C:30]3[CH:29]=[CH:28][C:27]([CH2:26][N:20]4[CH2:25][CH2:24][CH2:23][CH2:22][CH2:21]4)=[CH:32][CH:31]=3)=[CH:11][CH:12]=2)[C@H:7]([NH:15][CH:16]=[O:17])[CH2:6][C@@H:5]1[CH2:18][CH3:19])(=[O:3])[CH3:2].